Dataset: Full USPTO retrosynthesis dataset with 1.9M reactions from patents (1976-2016). Task: Predict the reactants needed to synthesize the given product. (1) Given the product [F:1][C:2]1[CH:7]=[CH:6][C:5]([C@H:8]([CH2:18][C:19]([N:21]2[CH2:26][CH2:25][O:24][CH2:23][CH2:22]2)=[O:20])[C:9]([NH:11][C@H:12]([CH2:16][NH:27][C:28]2[CH:33]=[N:32][C:31]([O:34][CH3:35])=[CH:30][CH:29]=2)[CH:13]([CH3:14])[CH3:15])=[O:10])=[CH:4][CH:3]=1, predict the reactants needed to synthesize it. The reactants are: [F:1][C:2]1[CH:7]=[CH:6][C:5]([C@H:8]([CH2:18][C:19]([N:21]2[CH2:26][CH2:25][O:24][CH2:23][CH2:22]2)=[O:20])[C:9]([NH:11][C@H:12]([CH:16]=O)[CH:13]([CH3:15])[CH3:14])=[O:10])=[CH:4][CH:3]=1.[NH2:27][C:28]1[CH:29]=[CH:30][C:31]([O:34][CH3:35])=[N:32][CH:33]=1.C(O)(=O)C.C([BH3-])#N.[Na+]. (2) Given the product [N:34]1([CH2:42][CH2:43][S:16][C:13]2[S:12][C:11]([NH:10][C:8](=[O:9])[N:7]([CH:1]3[CH2:2][CH2:3][CH2:4][CH2:5][CH2:6]3)[C@H:19]3[CH2:20][CH2:21][C@H:22]([CH3:25])[CH2:23][CH2:24]3)=[N:15][CH:14]=2)[CH2:40][CH2:39][CH2:38][CH2:37][CH2:36][CH2:35]1, predict the reactants needed to synthesize it. The reactants are: [CH:1]1([N:7]([C@H:19]2[CH2:24][CH2:23][C@H:22]([CH3:25])[CH2:21][CH2:20]2)[C:8]([NH:10][C:11]2[S:12][C:13]([S:16]C#N)=[CH:14][N:15]=2)=[O:9])[CH2:6][CH2:5][CH2:4][CH2:3][CH2:2]1.SC[C@@H]([C@@H](CS)O)O.[N:34](=[CH:42][CH2:43]Cl)[CH2:35][CH2:36][CH2:37][CH2:38][CH2:39][CH2:40]Cl. (3) The reactants are: [CH3:1][O:2][C:3]1[CH:4]=[CH:5][C:6]2[C:12](=[CH2:13])[CH2:11][N:10]([C:14](=[O:19])[C:15]([F:18])([F:17])[F:16])[CH2:9][CH2:8][C:7]=2[N:20]=1. Given the product [CH3:1][O:2][C:3]1[CH:4]=[CH:5][C:6]2[CH:12]([CH3:13])[CH2:11][N:10]([C:14](=[O:19])[C:15]([F:18])([F:16])[F:17])[CH2:9][CH2:8][C:7]=2[N:20]=1, predict the reactants needed to synthesize it.